This data is from Catalyst prediction with 721,799 reactions and 888 catalyst types from USPTO. The task is: Predict which catalyst facilitates the given reaction. (1) Reactant: [Br:1][C:2]1[CH:3]=[CH:4][C:5]([Cl:11])=[C:6]([CH:10]=1)[C:7](O)=[O:8].C(Cl)(=O)C([Cl:15])=O. Product: [Br:1][C:2]1[CH:3]=[CH:4][C:5]([Cl:11])=[C:6]([CH:10]=1)[C:7]([Cl:15])=[O:8]. The catalyst class is: 120. (2) Reactant: Cl[C:2]1[CH:7]=[CH:6][N:5]=[C:4]([NH:8][CH:9]2[CH2:14][C:13]([CH3:16])([CH3:15])[NH:12][C:11]([CH3:18])([CH3:17])[CH2:10]2)[N:3]=1.C([Si](C)(C)[O:24][CH:25]([C:40]1[S:41][CH:42]=[CH:43][CH:44]=1)[C:26]([F:39])([F:38])[C:27]([O:30][Si](C(C)(C)C)(C)C)([CH3:29])[CH3:28])(C)(C)C.CCCC[N+](CCCC)(CCCC)CCCC.[F-]. Product: [F:39][C:26]([F:38])([C:27]([CH3:28])([OH:30])[CH3:29])[CH:25]([C:40]1[S:41][C:42]([C:2]2[CH:7]=[CH:6][N:5]=[C:4]([NH:8][CH:9]3[CH2:14][C:13]([CH3:16])([CH3:15])[NH:12][C:11]([CH3:18])([CH3:17])[CH2:10]3)[N:3]=2)=[CH:43][CH:44]=1)[OH:24]. The catalyst class is: 1.